From a dataset of NCI-60 drug combinations with 297,098 pairs across 59 cell lines. Regression. Given two drug SMILES strings and cell line genomic features, predict the synergy score measuring deviation from expected non-interaction effect. (1) Drug 1: C1=CC(=CC=C1CC(C(=O)O)N)N(CCCl)CCCl.Cl. Drug 2: CN(C(=O)NC(C=O)C(C(C(CO)O)O)O)N=O. Cell line: A498. Synergy scores: CSS=4.30, Synergy_ZIP=-0.212, Synergy_Bliss=0.254, Synergy_Loewe=-7.71, Synergy_HSA=-3.45. (2) Drug 1: C1CN1P(=S)(N2CC2)N3CC3. Drug 2: CC(C)CN1C=NC2=C1C3=CC=CC=C3N=C2N. Cell line: OVCAR3. Synergy scores: CSS=-5.76, Synergy_ZIP=-0.0918, Synergy_Bliss=0.187, Synergy_Loewe=-4.66, Synergy_HSA=-4.38. (3) Drug 1: CC1=C2C(C(=O)C3(C(CC4C(C3C(C(C2(C)C)(CC1OC(=O)C(C(C5=CC=CC=C5)NC(=O)OC(C)(C)C)O)O)OC(=O)C6=CC=CC=C6)(CO4)OC(=O)C)OC)C)OC. Cell line: T-47D. Synergy scores: CSS=22.6, Synergy_ZIP=-1.64, Synergy_Bliss=-4.16, Synergy_Loewe=-11.3, Synergy_HSA=-2.69. Drug 2: C1=CN(C(=O)N=C1N)C2C(C(C(O2)CO)O)O.Cl. (4) Drug 1: C1CN(CCN1C(=O)CCBr)C(=O)CCBr. Drug 2: CS(=O)(=O)OCCCCOS(=O)(=O)C. Cell line: M14. Synergy scores: CSS=8.68, Synergy_ZIP=-1.91, Synergy_Bliss=-1.35, Synergy_Loewe=-8.47, Synergy_HSA=-3.66. (5) Drug 1: CC12CCC3C(C1CCC2=O)CC(=C)C4=CC(=O)C=CC34C. Drug 2: C1=NC2=C(N1)C(=S)N=C(N2)N. Cell line: T-47D. Synergy scores: CSS=35.1, Synergy_ZIP=-7.35, Synergy_Bliss=-1.50, Synergy_Loewe=-16.2, Synergy_HSA=1.83. (6) Drug 1: CC(CN1CC(=O)NC(=O)C1)N2CC(=O)NC(=O)C2. Drug 2: CCN(CC)CCNC(=O)C1=C(NC(=C1C)C=C2C3=C(C=CC(=C3)F)NC2=O)C. Cell line: HCT-15. Synergy scores: CSS=36.6, Synergy_ZIP=-2.12, Synergy_Bliss=2.61, Synergy_Loewe=2.94, Synergy_HSA=3.01. (7) Drug 1: CC1=CC2C(CCC3(C2CCC3(C(=O)C)OC(=O)C)C)C4(C1=CC(=O)CC4)C. Drug 2: CC1=C(C(=O)C2=C(C1=O)N3CC4C(C3(C2COC(=O)N)OC)N4)N. Cell line: OVCAR-8. Synergy scores: CSS=21.9, Synergy_ZIP=-4.15, Synergy_Bliss=3.35, Synergy_Loewe=-22.3, Synergy_HSA=2.46.